This data is from Reaction yield outcomes from USPTO patents with 853,638 reactions. The task is: Predict the reaction yield, written as a fraction of the theoretical maximum amount of product (1.0 means a 100% yield; for example, 0.34 means a 34% yield). (1) The reactants are [OH:1][N:2]1[C:6](=[O:7])[CH2:5][CH2:4][C:3]1=[O:8].[N:9]([CH2:12][CH2:13][C:14](O)=[O:15])=[N+:10]=[N-:11].CO. The catalyst is C(Cl)Cl. The product is [C:6]1(=[O:7])[N:2]([O:1][C:14](=[O:15])[CH2:13][CH2:12][N:9]=[N+:10]=[N-:11])[C:3](=[O:8])[CH2:4][CH2:5]1. The yield is 0.470. (2) The reactants are [F:1][C:2]1[C:3]([C:9]([OH:11])=O)=[N:4][CH:5]=[C:6]([F:8])[CH:7]=1.[F:12][CH:13]1[CH2:16][NH:15][CH2:14]1.C(N(CC)CC)C.CN(C(ON1N=NC2C=CC=NC1=2)=[N+](C)C)C.F[P-](F)(F)(F)(F)F. The catalyst is CN(C=O)C. The product is [F:1][C:2]1[C:3]([C:9]([N:15]2[CH2:16][CH:13]([F:12])[CH2:14]2)=[O:11])=[N:4][CH:5]=[C:6]([F:8])[CH:7]=1. The yield is 0.463.